This data is from Merck oncology drug combination screen with 23,052 pairs across 39 cell lines. The task is: Regression. Given two drug SMILES strings and cell line genomic features, predict the synergy score measuring deviation from expected non-interaction effect. (1) Drug 2: CC(=O)OC1C(=O)C2(C)C(O)CC3OCC3(OC(C)=O)C2C(OC(=O)c2ccccc2)C2(O)CC(OC(=O)C(O)C(NC(=O)c3ccccc3)c3ccccc3)C(C)=C1C2(C)C. Drug 1: O=S1(=O)NC2(CN1CC(F)(F)F)C1CCC2Cc2cc(C=CCN3CCC(C(F)(F)F)CC3)ccc2C1. Synergy scores: synergy=-16.3. Cell line: NCIH2122. (2) Drug 1: CNC(=O)c1cc(Oc2ccc(NC(=O)Nc3ccc(Cl)c(C(F)(F)F)c3)cc2)ccn1. Drug 2: CCc1cnn2c(NCc3ccc[n+]([O-])c3)cc(N3CCCCC3CCO)nc12. Cell line: LNCAP. Synergy scores: synergy=-11.8. (3) Drug 1: CCN(CC)CCNC(=O)c1c(C)[nH]c(C=C2C(=O)Nc3ccc(F)cc32)c1C. Drug 2: CCc1cnn2c(NCc3ccc[n+]([O-])c3)cc(N3CCCCC3CCO)nc12. Cell line: NCIH520. Synergy scores: synergy=-0.410. (4) Drug 1: N.N.O=C(O)C1(C(=O)O)CCC1.[Pt]. Drug 2: COC1=C2CC(C)CC(OC)C(O)C(C)C=C(C)C(OC(N)=O)C(OC)C=CC=C(C)C(=O)NC(=CC1=O)C2=O. Cell line: COLO320DM. Synergy scores: synergy=14.8. (5) Drug 1: CS(=O)(=O)CCNCc1ccc(-c2ccc3ncnc(Nc4ccc(OCc5cccc(F)c5)c(Cl)c4)c3c2)o1. Drug 2: COC1=C2CC(C)CC(OC)C(O)C(C)C=C(C)C(OC(N)=O)C(OC)C=CC=C(C)C(=O)NC(=CC1=O)C2=O. Cell line: UWB1289. Synergy scores: synergy=-21.2.